Regression/Classification. Given a drug SMILES string, predict its absorption, distribution, metabolism, or excretion properties. Task type varies by dataset: regression for continuous measurements (e.g., permeability, clearance, half-life) or binary classification for categorical outcomes (e.g., BBB penetration, CYP inhibition). Dataset: rlm. From a dataset of Rat liver microsome stability data. (1) The drug is Cc1ccc(OCCn2c(CCNC(=O)N3CCCCC3)nc3ccccc32)cc1. The result is 1 (stable in rat liver microsomes). (2) The compound is O=C(NCc1ccccc1)C1CCN(c2nc(-c3ccc(Br)cc3)cs2)CC1. The result is 1 (stable in rat liver microsomes). (3) The molecule is NC(=O)c1cccc([C@H]2C[C@H]3CC[C@@H](C2)N3CCN(CC2CCOCC2)C(=O)CO)c1. The result is 0 (unstable in rat liver microsomes). (4) The molecule is N=c1c(C(=O)NCC(=O)c2ccccc2)cc2c(=O)n3ccccc3nc2n1Cc1ccccc1. The result is 1 (stable in rat liver microsomes). (5) The molecule is CC(=O)c1cc(C(=O)N2CC(N)C2)c(Nc2ccc(I)cc2F)n1C. The result is 0 (unstable in rat liver microsomes). (6) The compound is Cc1noc(C)c1Cc1ccc(C(=O)N2CCc3c(nc4cc(-c5ccccc5)nn4c3O)C2)o1. The result is 1 (stable in rat liver microsomes). (7) The drug is COc1cc(OC(F)F)c2c(c1Cl)O[C@]1(C2=O)C(OCc2ccccc2)=CC(=O)C[C@H]1C. The result is 1 (stable in rat liver microsomes).